From a dataset of Reaction yield outcomes from USPTO patents with 853,638 reactions. Predict the reaction yield, written as a fraction of the theoretical maximum amount of product (1.0 means a 100% yield; for example, 0.34 means a 34% yield). (1) The reactants are Cl[C:2]1[C:7]([C:8]2[CH:13]=[C:12]([S:14]([CH2:17][CH3:18])(=[O:16])=[O:15])[CH:11]=[CH:10][C:9]=2[O:19][C:20]2[CH:25]=[CH:24][CH:23]=[CH:22][C:21]=2[C:26]#[C:27][CH2:28][CH2:29]O)=[CH:6][N:5]([CH3:31])[C:4](=[O:32])[CH:3]=1.[H-].[Na+].[O:35]1CCOCC1. No catalyst specified. The product is [C:26]([C:21]1[CH:22]=[CH:23][CH:24]=[CH:25][C:20]=1[O:19][C:9]1[CH:10]=[CH:11][C:12]([S:14]([CH2:17][CH3:18])(=[O:15])=[O:16])=[CH:13][C:8]=1[C:7]1[C:2]([OH:35])=[CH:3][C:4](=[O:32])[N:5]([CH3:31])[CH:6]=1)#[C:27][CH:28]=[CH2:29]. The yield is 0.500. (2) The reactants are [CH:1]1[C:6]([NH2:7])=[CH:5][C:4]([NH2:8])=[C:3]([OH:9])[CH:2]=1.Cl.Cl.[Cl:12][C:13]1[CH:22]=[CH:21][CH:20]=[C:19]2[C:14]=1[CH:15]=[CH:16][CH:17]=[C:18]2[C:23](O)=O.[OH-].[Na+]. No catalyst specified. The product is [Cl:12][C:13]1[CH:22]=[CH:21][CH:20]=[C:19]2[C:14]=1[CH:15]=[CH:16][CH:17]=[C:18]2[C:23]1[O:9][C:3]2[CH:2]=[CH:1][C:6]([NH2:7])=[CH:5][C:4]=2[N:8]=1. The yield is 0.790. (3) The reactants are [CH3:1][C:2]1([CH3:19])[CH2:7][C:6]([CH3:9])([CH3:8])[CH2:5][C:4]([C:11]#[C:12][C:13]2[CH:18]=[CH:17][CH:16]=[CH:15][N:14]=2)(O)[CH2:3]1.O=P(Cl)(Cl)Cl.C(OCC)(=O)C. The catalyst is N1C=CC=CC=1. The product is [CH3:1][C:2]1([CH3:19])[CH2:7][C:6]([CH3:8])([CH3:9])[CH2:5][C:4]([C:11]#[C:12][C:13]2[CH:18]=[CH:17][CH:16]=[CH:15][N:14]=2)=[CH:3]1. The yield is 0.800. (4) The reactants are [BH4-].[Na+].O=[C:4]1[C@H:8]([NH:9][C:10](=[O:19])[O:11][CH2:12][C:13]2[CH:18]=[CH:17][CH:16]=[CH:15][CH:14]=2)[CH2:7][C:6](=[O:20])[O:5]1.Cl.C(O)C. The catalyst is C1COCC1.[Cl-].[Na+].O. The product is [O:20]=[C:6]1[O:5][CH2:4][C@H:8]([NH:9][C:10](=[O:19])[O:11][CH2:12][C:13]2[CH:18]=[CH:17][CH:16]=[CH:15][CH:14]=2)[CH2:7]1. The yield is 0.510. (5) The reactants are Cl[C:2]1[S:3][C:4]([C:7]2[CH:12]=[CH:11][CH:10]=[CH:9][CH:8]=2)=[CH:5][N:6]=1.O.[NH2:14][NH2:15]. The catalyst is N1C=CC=CC=1. The product is [C:7]1([C:4]2[S:3][C:2]([NH:14][NH2:15])=[N:6][CH:5]=2)[CH:12]=[CH:11][CH:10]=[CH:9][CH:8]=1. The yield is 0.550. (6) The reactants are Cl.[Cl:2][C:3]1[N:8]=[CH:7][C:6]([CH2:9][N:10]2[CH:15]=[CH:14][CH:13]=[N:12][C:11]2=[NH:16])=[CH:5][CH:4]=1.C(N(CC)CC)C.[F:24][C:25]([F:36])([F:35])[C:26](O[C:26](=[O:27])[C:25]([F:36])([F:35])[F:24])=[O:27].O. The catalyst is ClCCl. The product is [Cl:2][C:3]1[N:8]=[CH:7][C:6]([CH2:9][N:10]2[CH:15]=[CH:14][CH:13]=[N:12][C:11]2=[N:16][C:26](=[O:27])[C:25]([F:36])([F:35])[F:24])=[CH:5][CH:4]=1. The yield is 0.280. (7) The reactants are [C:1](=[O:18])(ON1C(=O)CCC1=O)[O:2][CH2:3][C:4]1[CH:9]=[CH:8][CH:7]=[CH:6][CH:5]=1.Cl.[N+:20]([C:23]1[CH:24]=[C:25]([C@@H:29]([NH2:31])[CH3:30])[CH:26]=[CH:27][CH:28]=1)([O-:22])=[O:21].CCN(C(C)C)C(C)C. The catalyst is C(Cl)Cl. The product is [N+:20]([C:23]1[CH:24]=[C:25]([C@@H:29]([NH:31][C:1](=[O:18])[O:2][CH2:3][C:4]2[CH:5]=[CH:6][CH:7]=[CH:8][CH:9]=2)[CH3:30])[CH:26]=[CH:27][CH:28]=1)([O-:22])=[O:21]. The yield is 0.990. (8) The yield is 0.900. The reactants are [Cl:1][C:2]1[CH:3]=[C:4]2[C:8](=[CH:9][CH:10]=1)[NH:7][C:6](=[O:11])[CH2:5]2.[CH3:12][N:13]([CH3:28])[CH2:14][CH2:15][NH:16][C:17]([C:19]1[C:23]([CH3:24])=[C:22]([CH:25]=O)[NH:21][C:20]=1[CH3:27])=[O:18]. No catalyst specified. The product is [CH3:12][N:13]([CH3:28])[CH2:14][CH2:15][NH:16][C:17]([C:19]1[C:23]([CH3:24])=[C:22]([CH:25]=[C:5]2[C:4]3[C:8](=[CH:9][CH:10]=[C:2]([Cl:1])[CH:3]=3)[NH:7][C:6]2=[O:11])[NH:21][C:20]=1[CH3:27])=[O:18]. (9) The reactants are CC(C)([O-])C.[K+].[Br:7][C:8]1[CH:16]=[C:15]2[C:11]([CH2:12][CH2:13][C:14]2=[O:17])=[CH:10][CH:9]=1.Br[CH2:19][CH2:20][O:21][CH2:22][CH2:23]Br. The catalyst is CC(O)(C)C.CC1CCCO1. The product is [Br:7][C:8]1[CH:16]=[C:15]2[C:11]([CH2:12][C:13]3([C:14]2=[O:17])[CH2:23][CH2:22][O:21][CH2:20][CH2:19]3)=[CH:10][CH:9]=1. The yield is 0.240. (10) The reactants are Cl.[F:2][CH2:3][CH2:4][CH2:5][NH2:6].[CH3:7][CH2:8][CH2:9][CH2:10][CH2:11][CH3:12].[C:13]([O:16]CC)(=[O:15])C. No catalyst specified. The product is [F:2][CH2:3][CH2:4][CH2:5][NH:6][C:13](=[O:15])[O:16][C:9]1[CH:8]=[CH:7][CH:12]=[CH:11][CH:10]=1. The yield is 0.294.